This data is from Reaction yield outcomes from USPTO patents with 853,638 reactions. The task is: Predict the reaction yield, written as a fraction of the theoretical maximum amount of product (1.0 means a 100% yield; for example, 0.34 means a 34% yield). (1) The reactants are Br[C:2]1[CH:7]=[CH:6][C:5]([NH:8][C:9](=[O:15])[O:10][C:11]([CH3:14])([CH3:13])[CH3:12])=[C:4]([N+:16]([O-:18])=[O:17])[CH:3]=1.[S:19]1[CH:23]=[CH:22][CH:21]=[C:20]1B(O)O.C(=O)([O-])[O-].[K+].[K+].C1(C)C=CC=CC=1P(C1C=CC=CC=1C)C1C=CC=CC=1C. The catalyst is COCCOC.O.C1C=CC([P]([Pd]([P](C2C=CC=CC=2)(C2C=CC=CC=2)C2C=CC=CC=2)([P](C2C=CC=CC=2)(C2C=CC=CC=2)C2C=CC=CC=2)[P](C2C=CC=CC=2)(C2C=CC=CC=2)C2C=CC=CC=2)(C2C=CC=CC=2)C2C=CC=CC=2)=CC=1. The product is [N+:16]([C:4]1[CH:3]=[C:2]([C:20]2[S:19][CH:23]=[CH:22][CH:21]=2)[CH:7]=[CH:6][C:5]=1[NH:8][C:9](=[O:15])[O:10][C:11]([CH3:14])([CH3:13])[CH3:12])([O-:18])=[O:17]. The yield is 0.730. (2) The reactants are Br[C:2]1[CH:6]=[C:5]([C:7]2[CH:12]=[CH:11][CH:10]=[CH:9][CH:8]=2)[S:4][C:3]=1[CH:13]([O:19][C:20]([CH3:23])([CH3:22])[CH3:21])[C:14]([O:16][CH2:17][CH3:18])=[O:15].CC1(C)C(C)(C)OB([C:32]2[CH:33]=[C:34]3[C:39](=[CH:40][CH:41]=2)[O:38][CH2:37][CH2:36][CH2:35]3)O1.C(=O)([O-])[O-].[Na+].[Na+].C(O)C. The catalyst is C1(C)C=CC=CC=1.C1(P(C2C=CC=CC=2)C2C=CC=CC=2)C=CC=CC=1.C1(P(C2C=CC=CC=2)C2C=CC=CC=2)C=CC=CC=1.C1(P(C2C=CC=CC=2)C2C=CC=CC=2)C=CC=CC=1.C1(P(C2C=CC=CC=2)C2C=CC=CC=2)C=CC=CC=1.[Pd].O. The product is [C:20]([O:19][CH:13]([C:3]1[S:4][C:5]([C:7]2[CH:12]=[CH:11][CH:10]=[CH:9][CH:8]=2)=[CH:6][C:2]=1[C:32]1[CH:41]=[CH:40][C:39]2[O:38][CH2:37][CH2:36][CH2:35][C:34]=2[CH:33]=1)[C:14]([O:16][CH2:17][CH3:18])=[O:15])([CH3:23])([CH3:22])[CH3:21]. The yield is 0.820. (3) The reactants are [CH3:1][CH2:2][O:3][C:4]([C:6]1[NH:7][C:8]2[C:13]([CH:14]=1)=[CH:12][C:11]([C:15]([OH:17])=O)=[CH:10][CH:9]=2)=[O:5].C1C=CC2N(O)N=NC=2C=1.CCN=C=NCCCN(C)C.Cl.[CH3:40][C:41]12[CH2:48][CH:45]([NH:46][CH2:47]1)[CH2:44][C:43]([CH3:50])([CH3:49])[CH2:42]2.CCN(C(C)C)C(C)C. The catalyst is CN(C=O)C. The product is [CH2:2]([O:3][C:4]([C:6]1[NH:7][C:8]2[C:13]([CH:14]=1)=[CH:12][C:11]([C:15]([N:46]1[CH2:47][C:41]3([CH3:40])[CH2:48][CH:45]1[CH2:44][C:43]([CH3:50])([CH3:49])[CH2:42]3)=[O:17])=[CH:10][CH:9]=2)=[O:5])[CH3:1]. The yield is 0.570. (4) The reactants are [CH:1]([C:3]1[CH:4]=[C:5]([CH3:22])[CH:6]=[C:7]2[C:12]=1[O:11][CH:10]([C:13]([F:16])([F:15])[F:14])[C:9]([C:17]([O:19][CH2:20][CH3:21])=[O:18])=[CH:8]2)=[O:2].[BH4-].[Na+]. The catalyst is C1COCC1.C(O)C. The product is [OH:2][CH2:1][C:3]1[CH:4]=[C:5]([CH3:22])[CH:6]=[C:7]2[C:12]=1[O:11][CH:10]([C:13]([F:15])([F:16])[F:14])[C:9]([C:17]([O:19][CH2:20][CH3:21])=[O:18])=[CH:8]2. The yield is 0.930.